Dataset: Reaction yield outcomes from USPTO patents with 853,638 reactions. Task: Predict the reaction yield, written as a fraction of the theoretical maximum amount of product (1.0 means a 100% yield; for example, 0.34 means a 34% yield). (1) The reactants are Cl[C:2]1[C:7]([CH:8]=[O:9])=[C:6]([Cl:10])[N:5]=[C:4]([S:11][CH3:12])[N:3]=1.[CH:13]1([NH2:19])[CH2:18][CH2:17][CH2:16][CH2:15][CH2:14]1. The catalyst is C(#N)C.O. The product is [Cl:10][C:6]1[C:7]([CH:8]=[O:9])=[C:2]([NH:19][CH:13]2[CH2:18][CH2:17][CH2:16][CH2:15][CH2:14]2)[N:3]=[C:4]([S:11][CH3:12])[N:5]=1. The yield is 0.990. (2) The reactants are [Cl:1][C:2]1[CH:7]=[CH:6][C:5]([CH2:8][OH:9])=[C:4]([N+:10]([O-])=O)[CH:3]=1. The catalyst is C(O)C.[Pt](=O)=O. The product is [NH2:10][C:4]1[CH:3]=[C:2]([Cl:1])[CH:7]=[CH:6][C:5]=1[CH2:8][OH:9]. The yield is 0.770. (3) The reactants are [Cl:1][C:2]1[CH:3]=[C:4]([C:9]2[CH:14]=[C:13]([CH3:15])[N:12]=[C:11]([N:16]3[CH:20]=[C:19]([Sn](CCCC)(CCCC)CCCC)[N:18]=[CH:17]3)[N:10]=2)[CH:5]=[CH:6][C:7]=1[Cl:8].BrC1C=C([CH2:41][S:42](CC2C=CC=C(Br)C=2)(=[O:44])=[O:43])C=CC=1.C[CH2:54][CH2:55][CH2:56][CH2:57][CH2:58][CH3:59]. The catalyst is C1(C)C=CC=CC=1. The product is [Cl:1][C:2]1[CH:3]=[C:4]([C:9]2[CH:14]=[C:13]([CH3:15])[N:12]=[C:11]([N:16]3[CH:20]=[C:19]([C:55]4[CH:56]=[CH:57][CH:58]=[C:59]([S:42]([CH3:41])(=[O:44])=[O:43])[CH:54]=4)[N:18]=[CH:17]3)[N:10]=2)[CH:5]=[CH:6][C:7]=1[Cl:8]. The yield is 0.780. (4) The reactants are [CH:12](=O)[C:11]1[CH:14]=[CH:15][CH:16]=[CH:17][C:10]=1[S:9][S:9][C:10]1[CH:17]=[CH:16][CH:15]=[CH:14][C:11]=1[CH:12]=O.[CH3:19][C:20]([CH3:24])=[CH:21][C:22]#[N:23].C1CCN2C(=NCCC2)CC1. The product is [CH3:19][C:20]1([CH3:24])[C:21]([C:22]#[N:23])=[CH:12][C:11]2[C:10](=[CH:17][CH:16]=[CH:15][CH:14]=2)[S:9]1. The yield is 0.500. No catalyst specified.